This data is from Reaction yield outcomes from USPTO patents with 853,638 reactions. The task is: Predict the reaction yield, written as a fraction of the theoretical maximum amount of product (1.0 means a 100% yield; for example, 0.34 means a 34% yield). The reactants are [CH:1]([C:3]1[CH:18]=[CH:17][C:6]([O:7][C:8]2[CH:16]=[CH:15][C:11]([C:12]([NH2:14])=[O:13])=[CH:10][N:9]=2)=[CH:5][CH:4]=1)=O.[C:19]1([CH:25]([N:27]2[CH2:32][CH2:31][NH:30][CH2:29][CH2:28]2)[CH3:26])[CH:24]=[CH:23][CH:22]=[CH:21][CH:20]=1.[BH4-].[Na+]. The catalyst is CO. The product is [C:19]1([CH:25]([N:27]2[CH2:28][CH2:29][N:30]([CH2:1][C:3]3[CH:18]=[CH:17][C:6]([O:7][C:8]4[CH:16]=[CH:15][C:11]([C:12]([NH2:14])=[O:13])=[CH:10][N:9]=4)=[CH:5][CH:4]=3)[CH2:31][CH2:32]2)[CH3:26])[CH:24]=[CH:23][CH:22]=[CH:21][CH:20]=1. The yield is 0.230.